Dataset: Full USPTO retrosynthesis dataset with 1.9M reactions from patents (1976-2016). Task: Predict the reactants needed to synthesize the given product. (1) Given the product [CH:3]1([C:6]2[C:11]([C:12]3[CH:17]=[CH:16][C:15]([F:18])=[CH:14][CH:13]=3)=[C:10]([F:19])[C:9]([O:20][CH2:21][CH3:22])=[C:8]([CH2:23][N:24]3[CH2:25][CH2:26][CH:27]([N:30]4[CH2:39][CH2:38][C:37]5[N:36]=[C:35]([CH2:40][CH3:41])[C:34]([C:42]([OH:44])=[O:43])=[CH:33][C:32]=5[C:31]4=[O:46])[CH2:28][CH2:29]3)[CH:7]=2)[CH2:5][CH2:4]1, predict the reactants needed to synthesize it. The reactants are: [OH-].[Na+].[CH:3]1([C:6]2[C:11]([C:12]3[CH:17]=[CH:16][C:15]([F:18])=[CH:14][CH:13]=3)=[C:10]([F:19])[C:9]([O:20][CH2:21][CH3:22])=[C:8]([CH2:23][N:24]3[CH2:29][CH2:28][CH:27]([N:30]4[CH2:39][CH2:38][C:37]5[N:36]=[C:35]([CH2:40][CH3:41])[C:34]([C:42]([O:44]C)=[O:43])=[CH:33][C:32]=5[C:31]4=[O:46])[CH2:26][CH2:25]3)[CH:7]=2)[CH2:5][CH2:4]1.Cl. (2) The reactants are: [C:1]([O:5][C:6](=[O:23])[NH:7][C:8]1[S:9][CH:10]=[CH:11][C@:12]([C:15]2[CH:20]=[CH:19][CH:18]=[C:17]([CH3:21])[C:16]=2[F:22])([CH3:14])[N:13]=1)([CH3:4])([CH3:3])[CH3:2].[Li+].C[Si]([N-][Si](C)(C)C)(C)C.[CH3:34][Si:35]([CH2:38][CH2:39][O:40][CH2:41]Cl)([CH3:37])[CH3:36]. Given the product [C:1]([O:5][C:6](=[O:23])[N:7]([C:8]1[S:9][CH:10]=[CH:11][C@:12]([C:15]2[CH:20]=[CH:19][CH:18]=[C:17]([CH3:21])[C:16]=2[F:22])([CH3:14])[N:13]=1)[CH2:41][O:40][CH2:39][CH2:38][Si:35]([CH3:37])([CH3:36])[CH3:34])([CH3:2])([CH3:4])[CH3:3], predict the reactants needed to synthesize it.